This data is from Reaction yield outcomes from USPTO patents with 853,638 reactions. The task is: Predict the reaction yield, written as a fraction of the theoretical maximum amount of product (1.0 means a 100% yield; for example, 0.34 means a 34% yield). (1) The reactants are CO[C:3](=[O:19])[C:4]1[CH:9]=[C:8]([C:10](=[O:13])[CH2:11][CH3:12])[C:7]([C:14]([F:17])([F:16])[F:15])=[CH:6][C:5]=1C.CC[N:22]([CH2:25]C)CC.[CH3:27][S:28]([NH:31][NH2:32])(=[O:30])=[O:29].[OH-:33].[Na+].Cl. The catalyst is C1COCC1.CCOC(C)=O. The product is [O:33]=[C:25]1[N:32]([NH:31][S:28]([CH3:27])(=[O:30])=[O:29])[C:3](=[O:19])[C:4]2[C:5](=[CH:6][C:7]([C:14]([F:15])([F:16])[F:17])=[C:8]([C:10](=[O:13])[CH2:11][CH3:12])[CH:9]=2)[NH:22]1. The yield is 0.790. (2) The reactants are [CH:1]1([C:4]2[N:5]=[CH:6][N:7]([C:9]3[CH:14]=[CH:13][N:12]=[C:11]([C:15]([NH:17][C:18]4[CH:22]=[C:21]([C:23]([NH:25][NH2:26])=O)[S:20][CH:19]=4)=[O:16])[CH:10]=3)[CH:8]=2)[CH2:3][CH2:2]1.[CH3:27][CH:28]([CH3:32])[C@@H:29]([NH2:31])[CH3:30].[C:33](O)(=O)C. The catalyst is C1(C)C=CC=CC=1. The product is [CH:1]1([C:4]2[N:5]=[CH:6][N:7]([C:9]3[CH:14]=[CH:13][N:12]=[C:11]([C:15]([NH:17][C:18]4[CH:22]=[C:21]([C:23]5[N:31]([C@H:29]([CH:28]([CH3:32])[CH3:27])[CH3:30])[CH:33]=[N:26][N:25]=5)[S:20][CH:19]=4)=[O:16])[CH:10]=3)[CH:8]=2)[CH2:3][CH2:2]1. The yield is 0.420. (3) The reactants are [C:1]1([C:33]2[CH:38]=[CH:37][CH:36]=[CH:35][CH:34]=2)[CH:6]=[CH:5][C:4]([CH2:7][CH2:8][NH:9][C:10]([C:12]2[CH:32]=[CH:31][C:15]([O:16][C:17]3[CH:26]=[C:25]4[C:20]([CH:21]([C:27]([OH:29])=[O:28])[CH2:22][CH2:23][O:24]4)=[CH:19][C:18]=3[Cl:30])=[CH:14][CH:13]=2)=[O:11])=[CH:3][CH:2]=1.C[O-].[Na+:41].CO. The catalyst is CO.C1COCC1. The product is [C:1]1([C:33]2[CH:34]=[CH:35][CH:36]=[CH:37][CH:38]=2)[CH:2]=[CH:3][C:4]([CH2:7][CH2:8][NH:9][C:10]([C:12]2[CH:13]=[CH:14][C:15]([O:16][C:17]3[CH:26]=[C:25]4[C:20]([CH:21]([C:27]([O-:29])=[O:28])[CH2:22][CH2:23][O:24]4)=[CH:19][C:18]=3[Cl:30])=[CH:31][CH:32]=2)=[O:11])=[CH:5][CH:6]=1.[Na+:41]. The yield is 1.02. (4) The reactants are C([O:3][CH2:4][CH2:5][O:6][NH:7][C:8]([C:10]1[CH:15]=[CH:14][N:13]2[CH:16]=[N:17][CH:18]=[C:12]2[C:11]=1[NH:19][C:20]1[CH:25]=[CH:24][C:23]([Br:26])=[CH:22][C:21]=1[Cl:27])=[O:9])=C.C(O)=O.C(#N)C. The catalyst is CO.ClCCl.O. The product is [OH:3][CH2:4][CH2:5][O:6][NH:7][C:8]([C:10]1[CH:15]=[CH:14][N:13]2[CH:16]=[N:17][CH:18]=[C:12]2[C:11]=1[NH:19][C:20]1[CH:25]=[CH:24][C:23]([Br:26])=[CH:22][C:21]=1[Cl:27])=[O:9]. The yield is 0.230. (5) The reactants are [Cl:1][C:2]1[CH:7]=[CH:6][C:5]([S:8](Cl)(=[O:10])=[O:9])=[CH:4][CH:3]=1.Cl.[NH2:13][C@H:14]1[CH2:20][CH2:19][CH2:18][CH2:17][CH2:16][C@H:15]1[C:21]([O:23][CH3:24])=[O:22].C(N(CC)CC)C. No catalyst specified. The product is [Cl:1][C:2]1[CH:7]=[CH:6][C:5]([S:8]([NH:13][C@H:14]2[CH2:20][CH2:19][CH2:18][CH2:17][CH2:16][C@H:15]2[C:21]([O:23][CH3:24])=[O:22])(=[O:10])=[O:9])=[CH:4][CH:3]=1. The yield is 0.910. (6) The reactants are Br[C:2]1[CH:7]=[CH:6][C:5]([O:8][CH2:9][O:10][CH3:11])=[CH:4][CH:3]=1.C([Li])CCC.[F:17][C:18]([F:25])([F:24])[C:19](OCC)=[O:20]. No catalyst specified. The product is [F:17][C:18]([F:25])([F:24])[C:19]([C:2]1[CH:7]=[CH:6][C:5]([O:8][CH2:9][O:10][CH3:11])=[CH:4][CH:3]=1)=[O:20]. The yield is 0.470. (7) The reactants are [CH3:1][N:2](C=O)C.CI.CN(C)[CH2:10][C:11]1[C:19]2[C:14](=[CH:15][C:16]([N+:20]([O-:22])=[O:21])=[CH:17][CH:18]=2)[NH:13][CH:12]=1.[C-]#N.[K+]. The catalyst is O.C1COCC1. The product is [N+:20]([C:16]1[CH:15]=[C:14]2[C:19]([C:11]([CH2:10][C:1]#[N:2])=[CH:12][NH:13]2)=[CH:18][CH:17]=1)([O-:22])=[O:21]. The yield is 0.360. (8) The reactants are [CH2:1]([O:3][C:4]([C:6]1[CH:7]=[N:8][C:9]2[C:14]([C:15]=1Cl)=[CH:13][C:12]([Cl:17])=[CH:11][C:10]=2[O:18][CH3:19])=[O:5])[CH3:2].[CH:20]1([NH2:25])[CH2:24][CH2:23][CH2:22][CH2:21]1. No catalyst specified. The product is [CH2:1]([O:3][C:4]([C:6]1[CH:7]=[N:8][C:9]2[C:14]([C:15]=1[NH:25][CH:20]1[CH2:24][CH2:23][CH2:22][CH2:21]1)=[CH:13][C:12]([Cl:17])=[CH:11][C:10]=2[O:18][CH3:19])=[O:5])[CH3:2]. The yield is 1.00. (9) The reactants are [CH2:1]([O:8][C:9]([N:11]1[CH2:16][CH2:15][NH:14][C:13](=[O:17])[CH2:12]1)=[O:10])[C:2]1[CH:7]=[CH:6][CH:5]=[CH:4][CH:3]=1.[H-].[Na+].Br[CH2:21][C:22]([O:24][C:25]([CH3:28])([CH3:27])[CH3:26])=[O:23]. The catalyst is CN(C=O)C. The product is [CH2:1]([O:8][C:9]([N:11]1[CH2:16][CH2:15][N:14]([CH2:21][C:22]([O:24][C:25]([CH3:28])([CH3:27])[CH3:26])=[O:23])[C:13](=[O:17])[CH2:12]1)=[O:10])[C:2]1[CH:3]=[CH:4][CH:5]=[CH:6][CH:7]=1. The yield is 0.800.